Dataset: Full USPTO retrosynthesis dataset with 1.9M reactions from patents (1976-2016). Task: Predict the reactants needed to synthesize the given product. (1) Given the product [Cl:1][C:2]1[CH:7]=[CH:6][C:5]([C@@H:8]2[CH2:14][C@H:9]2[C:10]([OH:12])=[O:11])=[C:4]([F:13])[CH:3]=1, predict the reactants needed to synthesize it. The reactants are: [Cl:1][C:2]1[CH:7]=[CH:6][C:5](/[CH:8]=[CH:9]/[C:10]([OH:12])=[O:11])=[C:4]([F:13])[CH:3]=1.[C:14]1(C)C=CC([C@@H]2C[C@H]2C(O)=O)=CC=1. (2) Given the product [C:3]([O:7][C:8]([N:10]1[CH2:15][C:14](=[O:16])[N:13]([C:17]2[CH:22]=[CH:21][C:20]([O:23][CH2:24][CH2:25][CH2:26][O:27][CH2:43][C:42]3[CH:45]=[CH:46][CH:47]=[CH:48][C:41]=3[F:40])=[CH:19][CH:18]=2)[C@@H:12]([CH2:28][O:29][C:30]2[CH:39]=[CH:38][C:37]3[C:32](=[CH:33][CH:34]=[CH:35][CH:36]=3)[CH:31]=2)[CH2:11]1)=[O:9])([CH3:6])([CH3:4])[CH3:5], predict the reactants needed to synthesize it. The reactants are: [H-].[Na+].[C:3]([O:7][C:8]([N:10]1[CH2:15][C:14](=[O:16])[N:13]([C:17]2[CH:22]=[CH:21][C:20]([O:23][CH2:24][CH2:25][CH2:26][OH:27])=[CH:19][CH:18]=2)[C@@H:12]([CH2:28][O:29][C:30]2[CH:39]=[CH:38][C:37]3[C:32](=[CH:33][CH:34]=[CH:35][CH:36]=3)[CH:31]=2)[CH2:11]1)=[O:9])([CH3:6])([CH3:5])[CH3:4].[F:40][C:41]1[CH:48]=[CH:47][CH:46]=[CH:45][C:42]=1[CH2:43]Br.